Predict the reaction yield, written as a fraction of the theoretical maximum amount of product (1.0 means a 100% yield; for example, 0.34 means a 34% yield). From a dataset of Reaction yield outcomes from USPTO patents with 853,638 reactions. The yield is 0.150. The product is [Cl:1][C:2]1[C:3]([N:14]2[CH2:19][CH2:18][N:17]([C:20]([O:22][C:23]([CH3:24])([CH3:26])[CH3:25])=[O:21])[CH2:16][CH2:15]2)=[N:4][CH:5]=[C:6]([C:8]([CH:27]2[CH2:29][CH2:28]2)=[O:13])[CH:7]=1. The reactants are [Cl:1][C:2]1[C:3]([N:14]2[CH2:19][CH2:18][N:17]([C:20]([O:22][C:23]([CH3:26])([CH3:25])[CH3:24])=[O:21])[CH2:16][CH2:15]2)=[N:4][CH:5]=[C:6]([C:8](=[O:13])N(OC)C)[CH:7]=1.[CH:27]1([Mg]Br)[CH2:29][CH2:28]1. The catalyst is C1COCC1.